This data is from Reaction yield outcomes from USPTO patents with 853,638 reactions. The task is: Predict the reaction yield, written as a fraction of the theoretical maximum amount of product (1.0 means a 100% yield; for example, 0.34 means a 34% yield). (1) The reactants are [CH:1]1([N:6]2[CH2:11][CH2:10][CH:9]([O:12][C:13]3[CH:22]=[CH:21][C:20]4[CH2:19][N:18]([C:23](OC(C)(C)C)=O)[CH2:17][CH2:16][C:15]=4[N:14]=3)[CH2:8][CH2:7]2)[CH2:5][CH2:4][CH2:3][CH2:2]1.[H-].[H-].[H-].[H-].[Li+].[Al+3].[OH-].[Na+].CCOC(C)=O. The catalyst is C1COCC1. The product is [CH:1]1([N:6]2[CH2:7][CH2:8][CH:9]([O:12][C:13]3[CH:22]=[CH:21][C:20]4[CH2:19][N:18]([CH3:23])[CH2:17][CH2:16][C:15]=4[N:14]=3)[CH2:10][CH2:11]2)[CH2:5][CH2:4][CH2:3][CH2:2]1. The yield is 0.130. (2) The reactants are C[Al](C)C.[NH:5]1[CH2:10][CH2:9][S:8][CH2:7][CH2:6]1.C[O:12][C:13](=O)[C:14]1[CH:19]=[CH:18][C:17]([O:20][CH2:21][C:22]2[C:23]([C:28]3[CH:33]=[CH:32][CH:31]=[C:30]([F:34])[CH:29]=3)=[N:24][O:25][C:26]=2[CH3:27])=[N:16][CH:15]=1.O. The catalyst is O1CCOCC1. The product is [F:34][C:30]1[CH:29]=[C:28]([C:23]2[C:22]([CH2:21][O:20][C:17]3[N:16]=[CH:15][C:14]([C:13]([N:5]4[CH2:10][CH2:9][S:8][CH2:7][CH2:6]4)=[O:12])=[CH:19][CH:18]=3)=[C:26]([CH3:27])[O:25][N:24]=2)[CH:33]=[CH:32][CH:31]=1. The yield is 1.00. (3) The reactants are Cl.[NH2:2][C@H:3]1[CH2:7][CH2:6][CH2:5][C@@H:4]1[OH:8].[H-].[Na+].[O:11]1[C:15]2[CH:16]=[CH:17][CH:18]=[CH:19][C:14]=2[CH:13]=[C:12]1[C:20]1[N:24]2[N:25]=[C:26](Cl)[CH:27]=[CH:28][C:23]2=[N:22][CH:21]=1. The catalyst is CN(C=O)C. The product is [O:11]1[C:15]2[CH:16]=[CH:17][CH:18]=[CH:19][C:14]=2[CH:13]=[C:12]1[C:20]1[N:24]2[N:25]=[C:26]([O:8][C@H:4]3[CH2:5][CH2:6][CH2:7][C@@H:3]3[NH2:2])[CH:27]=[CH:28][C:23]2=[N:22][CH:21]=1. The yield is 0.270. (4) The reactants are [NH2:1][C:2]1[CH:3]=[C:4]([CH:10]=[CH:11][CH:12]=1)[O:5][CH2:6][C:7]([OH:9])=[O:8].C1(C)C=CC=CC=1.O.C1(C)C=CC(S(O)(=O)=O)=CC=1.[CH:32]([NH:34][NH:35][CH:36]=O)=O. The catalyst is CN(C=O)C. The product is [N:34]1[N:35]=[CH:36][N:1]([C:2]2[CH:3]=[C:4]([CH:10]=[CH:11][CH:12]=2)[O:5][CH2:6][C:7]([OH:9])=[O:8])[CH:32]=1. The yield is 0.300. (5) The reactants are BrC1C=CC2OCCN3C(CCl)=[C:13](I)[N:14]=C3C=2C=1.CC1NC2C=CC=CC=2N=1.C([O-])([O-])=[O:30].[Cs+].[Cs+].Br[C:36]1[CH:37]=[CH:38][C:39]2[O:45][CH2:44][CH2:43][N:42]3[C:46]([CH2:50][N:51]4[C:55]5[CH:56]=[CH:57][CH:58]=[CH:59][C:54]=5[N:53]=[C:52]4[CH3:60])=[C:47](I)[N:48]=[C:41]3[C:40]=2[CH:61]=1.C[Si](N[Si](C)(C)C)(C)C.[CH3:71][C:72]1[O:76][N:75]=[C:74]([C@:77]([OH:81])([C:79]#[CH:80])[CH3:78])[CH:73]=1. The catalyst is CN(C)C=O.O.CS(C)=O.BrC1C=CC2OCCN3C(CN4C5C=CC=CC=5N=C4C)=C(C(N)=O)N=C3C=2C=1.C1C=CC(P(C2C=CC=CC=2)[C-]2C=CC=C2)=CC=1.C1C=CC(P(C2C=CC=CC=2)[C-]2C=CC=C2)=CC=1.Cl[Pd]Cl.[Fe+2].C1C=CC([P]([Pd]([P](C2C=CC=CC=2)(C2C=CC=CC=2)C2C=CC=CC=2)([P](C2C=CC=CC=2)(C2C=CC=CC=2)C2C=CC=CC=2)[P](C2C=CC=CC=2)(C2C=CC=CC=2)C2C=CC=CC=2)(C2C=CC=CC=2)C2C=CC=CC=2)=CC=1. The product is [OH:81][C@:77]([C:74]1[CH:73]=[C:72]([CH3:71])[O:76][N:75]=1)([CH3:78])[C:79]#[C:80][C:36]1[CH:37]=[CH:38][C:39]2[O:45][CH2:44][CH2:43][N:42]3[C:46]([CH2:50][N:51]4[C:55]5[CH:56]=[CH:57][CH:58]=[CH:59][C:54]=5[N:53]=[C:52]4[CH3:60])=[C:47]([C:13]([NH2:14])=[O:30])[N:48]=[C:41]3[C:40]=2[CH:61]=1. The yield is 0.310. (6) The reactants are C([O:4][CH:5]1[CH:6]([CH3:59])[CH2:7][CH2:8][CH:9]([O:51][Si:52]([CH2:57][CH3:58])([CH2:55][CH3:56])[CH2:53][CH3:54])[CH2:10][C:11]([O:13][CH:14](/[C:19](/[CH3:50])=[CH:20]/[CH:21]=[CH:22]/[C:23]([CH3:49])([O:41][Si:42]([CH2:47][CH3:48])([CH2:45][CH3:46])[CH2:43][CH3:44])[CH2:24][CH:25]2[O:40][CH:26]2[CH:27]([CH3:39])[CH:28]([O:31][Si:32]([CH2:37][CH3:38])([CH2:35][CH3:36])[CH2:33][CH3:34])[CH2:29][CH3:30])[CH:15]([CH3:18])[CH:16]=[CH:17]1)=[O:12])(=O)C.C(=O)([O-])[O-].[K+].[K+]. The catalyst is CO.C(OCC)(=O)C. The product is [OH:4][CH:5]1[CH:6]([CH3:59])[CH2:7][CH2:8][CH:9]([O:51][Si:52]([CH2:53][CH3:54])([CH2:57][CH3:58])[CH2:55][CH3:56])[CH2:10][C:11]([O:13][CH:14](/[C:19](/[CH3:50])=[CH:20]/[CH:21]=[CH:22]/[C:23]([CH3:49])([O:41][Si:42]([CH2:47][CH3:48])([CH2:43][CH3:44])[CH2:45][CH3:46])[CH2:24][CH:25]2[O:40][CH:26]2[CH:27]([CH3:39])[CH:28]([O:31][Si:32]([CH2:37][CH3:38])([CH2:35][CH3:36])[CH2:33][CH3:34])[CH2:29][CH3:30])[CH:15]([CH3:18])[CH:16]=[CH:17]1)=[O:12]. The yield is 0.500. (7) The reactants are [Cl:1][C:2]1[CH:30]=[C:29]([Cl:31])[CH:28]=[CH:27][C:3]=1[C:4]([C:6]1[O:7][C:8]2[CH:18]=[C:17](OS(C(F)(F)F)(=O)=O)[CH:16]=[CH:15][C:9]=2[C:10]=1[C:11]([F:14])([F:13])[F:12])=[O:5].[C:32]([NH:35][C:36]1[CH:37]=[C:38](B(O)O)[CH:39]=[CH:40][CH:41]=1)(=[O:34])[CH3:33].C(=O)([O-])[O-].[K+].[K+]. The catalyst is CN(C)C=O.C1C=CC([P]([Pd]([P](C2C=CC=CC=2)(C2C=CC=CC=2)C2C=CC=CC=2)([P](C2C=CC=CC=2)(C2C=CC=CC=2)C2C=CC=CC=2)[P](C2C=CC=CC=2)(C2C=CC=CC=2)C2C=CC=CC=2)(C2C=CC=CC=2)C2C=CC=CC=2)=CC=1. The product is [Cl:1][C:2]1[CH:30]=[C:29]([Cl:31])[CH:28]=[CH:27][C:3]=1[C:4]([C:6]1[O:7][C:8]2[CH:18]=[C:17]([C:40]3[CH:41]=[C:36]([NH:35][C:32](=[O:34])[CH3:33])[CH:37]=[CH:38][CH:39]=3)[CH:16]=[CH:15][C:9]=2[C:10]=1[C:11]([F:12])([F:13])[F:14])=[O:5]. The yield is 0.183. (8) The reactants are [OH:1][C:2]1[CH:9]=[CH:8][C:5]([CH:6]=[O:7])=[C:4]([N+:10]([O-:12])=[O:11])[C:3]=1[O:13][CH3:14].C(=O)([O-])[O-].[K+].[K+].Br.[CH2:22]([N:24]([CH2:28][CH3:29])[CH2:25][CH2:26]Br)[CH3:23].C(OCC)(=O)C.[ClH:36]. The catalyst is CN(C=O)C.C(OCC)(=O)C. The product is [ClH:36].[CH2:22]([N:24]([CH2:28][CH2:29][O:1][C:2]1[CH:9]=[CH:8][C:5]([CH:6]=[O:7])=[C:4]([N+:10]([O-:12])=[O:11])[C:3]=1[O:13][CH3:14])[CH2:25][CH3:26])[CH3:23]. The yield is 0.290.